This data is from Full USPTO retrosynthesis dataset with 1.9M reactions from patents (1976-2016). The task is: Predict the reactants needed to synthesize the given product. (1) Given the product [C:1]([NH:4][CH:5]([C:9]1[CH:14]=[CH:13][CH:12]=[C:11]([O:15][CH2:16][C:17]2[CH:22]=[CH:21][CH:20]=[CH:19][C:18]=2[Cl:23])[C:10]=1[O:24][CH2:25][C:26]1[CH:31]=[CH:30][CH:29]=[CH:28][C:27]=1[Cl:32])[C:6]([OH:8])=[O:7])(=[O:3])[C:2]1[CH:45]=[CH:46][CH:41]=[CH:42][CH:43]=1, predict the reactants needed to synthesize it. The reactants are: [C:1]([NH:4][CH:5]([C:9]1[CH:14]=[CH:13][CH:12]=[C:11]([O:15][CH2:16][C:17]2[CH:22]=[CH:21][CH:20]=[CH:19][C:18]=2[Cl:23])[C:10]=1[O:24][CH2:25][C:26]1[CH:31]=[CH:30][CH:29]=[CH:28][C:27]=1[Cl:32])[C:6]([OH:8])=[O:7])(=[O:3])[CH3:2].C(N(CC)CC)C.C(Cl)(=O)[C:41]1[CH:46]=[CH:45]C=[CH:43][CH:42]=1. (2) Given the product [C:6]([O:10][C:11](=[O:20])[CH:12]([CH:15]1[CH2:16][CH2:17][CH2:18][CH2:19]1)[CH2:13][S:3][C:1](=[O:4])[CH3:2])([CH3:7])([CH3:8])[CH3:9], predict the reactants needed to synthesize it. The reactants are: [C:1]([O-:4])(=[S:3])[CH3:2].[K+].[C:6]([O:10][C:11](=[O:20])[CH:12]([CH:15]1[CH2:19][CH2:18][CH2:17][CH2:16]1)[CH2:13]Br)([CH3:9])([CH3:8])[CH3:7].O.